This data is from Forward reaction prediction with 1.9M reactions from USPTO patents (1976-2016). The task is: Predict the product of the given reaction. (1) Given the reactants Cl[C:2]1[C:7]([NH:8][C:9](=[O:23])[C:10]2[CH:15]=[C:14]([F:16])[C:13]([O:17][CH2:18][CH:19]3[CH2:21][CH2:20]3)=[CH:12][C:11]=2[F:22])=[CH:6][N:5]=[C:4]([O:24][CH2:25][C@@H:26]([NH:28][C:29](=[O:35])[O:30][C:31]([CH3:34])([CH3:33])[CH3:32])[CH3:27])[CH:3]=1.C(=O)([O-])[O-].[K+].[K+].O, predict the reaction product. The product is: [CH:19]1([CH2:18][O:17][C:13]2[C:14]([F:16])=[CH:15][C:10]([C:9]3[O:23][C:2]4[CH:3]=[C:4]([O:24][CH2:25][C@@H:26]([NH:28][C:29](=[O:35])[O:30][C:31]([CH3:34])([CH3:33])[CH3:32])[CH3:27])[N:5]=[CH:6][C:7]=4[N:8]=3)=[C:11]([F:22])[CH:12]=2)[CH2:21][CH2:20]1. (2) The product is: [CH3:1][CH2:2][N:3]1[C:9](=[O:10])[C:7](=[O:8])[N:6]([C:11]([NH:13][C@@H:14]([C:21]([NH:23][C@@H:24]2[C:27](=[O:28])[N:26]3[C@@H:29]([C:34]([OH:36])=[O:35])[C:30]([CH3:32])([CH3:33])[S:31][C@H:25]23)=[O:22])[C:15]2[CH:16]=[CH:17][CH:18]=[CH:19][CH:20]=2)=[O:12])[CH2:5][CH2:4]1.[CH3:37][C@@:38]1([CH2:51][N:52]2[N:56]=[N:55][CH:54]=[CH:53]2)[S:42](=[O:43])(=[O:44])[C@@H:41]2[CH2:45][C:46](=[O:47])[N:40]2[C@H:39]1[C:48]([OH:50])=[O:49].[CH3:58][CH2:59][N:60]1[C:66](=[O:67])[C:64](=[O:65])[N:63]([C:68]([NH:70][C@@H:71]([C:78]([NH:80][C@@H:81]2[C:84](=[O:85])[N:83]3[C@@H:86]([C:91]([OH:93])=[O:92])[C:87]([CH3:89])([CH3:90])[S:88][C@H:82]23)=[O:79])[C:72]2[CH:77]=[CH:76][CH:75]=[CH:74][CH:73]=2)=[O:69])[CH2:62][CH2:61]1. Given the reactants [CH3:1][CH2:2][N:3]1[C:9](=[O:10])[C:7](=[O:8])[N:6]([C:11]([NH:13][C@@H:14]([C:21]([NH:23][C@@H:24]2[C:27](=[O:28])[N:26]3[C@@H:29]([C:34]([O-:36])=[O:35])[C:30]([CH3:33])([CH3:32])[S:31][C@H:25]23)=[O:22])[C:15]2[CH:20]=[CH:19][CH:18]=[CH:17][CH:16]=2)=[O:12])[CH2:5][CH2:4]1.[CH3:37][C@@:38]1([CH2:51][N:52]2[N:56]=[N:55][CH:54]=[CH:53]2)[S:42](=[O:44])(=[O:43])[C@@H:41]2[CH2:45][C:46](=[O:47])[N:40]2[C@H:39]1[C:48]([OH:50])=[O:49].[Na+].[CH3:58][CH2:59][N:60]1[C:66](=[O:67])[C:64](=[O:65])[N:63]([C:68]([NH:70][C@@H:71]([C:78]([NH:80][C@@H:81]2[C:84](=[O:85])[N:83]3[C@@H:86]([C:91]([OH:93])=[O:92])[C:87]([CH3:90])([CH3:89])[S:88][C@H:82]23)=[O:79])[C:72]2[CH:73]=[CH:74][CH:75]=[CH:76][CH:77]=2)=[O:69])[CH2:62][CH2:61]1, predict the reaction product. (3) Given the reactants C(O)(C(F)(F)F)=O.C(OC([N:15]([CH2:29][CH3:30])[C@H:16]1[C:24]2[C:19](=[CH:20][CH:21]=[C:22]([C:25]([O:27][CH3:28])=[O:26])[CH:23]=2)[CH2:18][CH2:17]1)=O)(C)(C)C, predict the reaction product. The product is: [CH2:29]([NH:15][C@H:16]1[C:24]2[C:19](=[CH:20][CH:21]=[C:22]([C:25]([O:27][CH3:28])=[O:26])[CH:23]=2)[CH2:18][CH2:17]1)[CH3:30]. (4) Given the reactants C(O[C:6]([NH:8][C@H:9]1[CH2:14][CH2:13][C@@H:12]([C:15]([O:17][CH3:18])=[O:16])[CH2:11][C@H:10]1[NH:19][C:20]([C:22]1[S:23][C:24]2[CH2:25][N:26]([CH3:31])[CH2:27][CH2:28][C:29]=2[N:30]=1)=[O:21])=[O:7])(C)(C)C.[ClH:32].[F:33][C:34]1[CH:35]=[C:36]2[C:40](=[CH:41][CH:42]=1)[NH:39][C:38](C(O)=O)=[CH:37]2, predict the reaction product. The product is: [ClH:32].[F:33][C:34]1[CH:35]=[C:36]2[C:40](=[CH:41][CH:42]=1)[NH:39][C:38]([C:6]([NH:8][C@H:9]1[CH2:14][CH2:13][C@@H:12]([C:15]([O:17][CH3:18])=[O:16])[CH2:11][C@H:10]1[NH:19][C:20]([C:22]1[S:23][C:24]3[CH2:25][N:26]([CH3:31])[CH2:27][CH2:28][C:29]=3[N:30]=1)=[O:21])=[O:7])=[CH:37]2.